Dataset: Peptide-MHC class I binding affinity with 185,985 pairs from IEDB/IMGT. Task: Regression. Given a peptide amino acid sequence and an MHC pseudo amino acid sequence, predict their binding affinity value. This is MHC class I binding data. (1) The peptide sequence is SIMSMMNITR. The MHC is HLA-A33:01 with pseudo-sequence HLA-A33:01. The binding affinity (normalized) is 0.283. (2) The peptide sequence is NIEVKLFIV. The MHC is HLA-A68:02 with pseudo-sequence HLA-A68:02. The binding affinity (normalized) is 0.283. (3) The peptide sequence is RTMGWTEYQ. The MHC is HLA-B46:01 with pseudo-sequence HLA-B46:01. The binding affinity (normalized) is 0.0847. (4) The peptide sequence is FWAWSVLRV. The MHC is HLA-A02:19 with pseudo-sequence HLA-A02:19. The binding affinity (normalized) is 0.0847. (5) The peptide sequence is ARLKIRGSL. The MHC is HLA-B14:01 with pseudo-sequence HLA-B14:02. The binding affinity (normalized) is 0.358. (6) The peptide sequence is MDVNPTLLF. The MHC is HLA-B18:01 with pseudo-sequence HLA-B18:01. The binding affinity (normalized) is 0.298. (7) The peptide sequence is LPEETNIGCA. The MHC is HLA-B07:02 with pseudo-sequence HLA-B07:02. The binding affinity (normalized) is 0.0817. (8) The MHC is HLA-B46:01 with pseudo-sequence HLA-B46:01. The peptide sequence is FARTLLAAL. The binding affinity (normalized) is 0.551.